This data is from NCI-60 drug combinations with 297,098 pairs across 59 cell lines. The task is: Regression. Given two drug SMILES strings and cell line genomic features, predict the synergy score measuring deviation from expected non-interaction effect. (1) Drug 1: CC1=C(C=C(C=C1)NC2=NC=CC(=N2)N(C)C3=CC4=NN(C(=C4C=C3)C)C)S(=O)(=O)N.Cl. Drug 2: CC(C)CN1C=NC2=C1C3=CC=CC=C3N=C2N. Cell line: MCF7. Synergy scores: CSS=-8.59, Synergy_ZIP=2.68, Synergy_Bliss=-1.28, Synergy_Loewe=-3.65, Synergy_HSA=-4.41. (2) Drug 1: C1=CN(C=N1)CC(O)(P(=O)(O)O)P(=O)(O)O. Drug 2: C1CC(=O)NC(=O)C1N2C(=O)C3=CC=CC=C3C2=O. Cell line: HS 578T. Synergy scores: CSS=2.34, Synergy_ZIP=-0.0352, Synergy_Bliss=0.571, Synergy_Loewe=2.59, Synergy_HSA=0.383. (3) Drug 1: C1CCN(CC1)CCOC2=CC=C(C=C2)C(=O)C3=C(SC4=C3C=CC(=C4)O)C5=CC=C(C=C5)O. Drug 2: C1CCC(CC1)NC(=O)N(CCCl)N=O. Cell line: NCI-H522. Synergy scores: CSS=19.3, Synergy_ZIP=-7.49, Synergy_Bliss=2.23, Synergy_Loewe=1.78, Synergy_HSA=2.73. (4) Drug 1: C1CCC(C1)C(CC#N)N2C=C(C=N2)C3=C4C=CNC4=NC=N3. Drug 2: CC(C)(C#N)C1=CC(=CC(=C1)CN2C=NC=N2)C(C)(C)C#N. Cell line: MDA-MB-435. Synergy scores: CSS=-4.64, Synergy_ZIP=4.93, Synergy_Bliss=4.12, Synergy_Loewe=2.25, Synergy_HSA=-2.14.